This data is from Forward reaction prediction with 1.9M reactions from USPTO patents (1976-2016). The task is: Predict the product of the given reaction. (1) Given the reactants C([O:3][C:4](=O)[C:5]([N:21]1[CH:25]=[CH:24][N:23]=[N:22]1)=[CH:6][NH:7][NH:8][C:9]1[CH:14]=[C:13]([N:15]2[CH2:20][CH2:19][O:18][CH2:17][CH2:16]2)[N:12]=[CH:11][N:10]=1)C.C[O-].[Na+].[ClH:30], predict the reaction product. The product is: [ClH:30].[N:15]1([C:13]2[N:12]=[CH:11][N:10]=[C:9]([N:8]3[C:4](=[O:3])[C:5]([N:21]4[CH:25]=[CH:24][N:23]=[N:22]4)=[CH:6][NH:7]3)[CH:14]=2)[CH2:20][CH2:19][O:18][CH2:17][CH2:16]1. (2) Given the reactants [CH3:1][S:2]([C:5]1[C:13]2[C:8](=[CH:9][C:10]([CH3:14])=[CH:11][CH:12]=2)[N:7]([CH2:15][C:16]#[N:17])[CH:6]=1)(=[O:4])=[O:3].CC1C=C2C([CH:23]=[CH:24][NH:25]2)=CC=1.C(N)CN.Cl, predict the reaction product. The product is: [NH:17]1[CH2:23][CH2:24][N:25]=[C:16]1[CH2:15][N:7]1[C:8]2[C:13](=[CH:12][CH:11]=[C:10]([CH3:14])[CH:9]=2)[C:5]([S:2]([CH3:1])(=[O:4])=[O:3])=[CH:6]1.